Task: Regression. Given two drug SMILES strings and cell line genomic features, predict the synergy score measuring deviation from expected non-interaction effect.. Dataset: NCI-60 drug combinations with 297,098 pairs across 59 cell lines Drug 1: C1=C(C(=O)NC(=O)N1)F. Drug 2: CCC1=C2CN3C(=CC4=C(C3=O)COC(=O)C4(CC)O)C2=NC5=C1C=C(C=C5)O. Cell line: PC-3. Synergy scores: CSS=34.0, Synergy_ZIP=-6.71, Synergy_Bliss=-4.37, Synergy_Loewe=0.0733, Synergy_HSA=1.70.